This data is from Forward reaction prediction with 1.9M reactions from USPTO patents (1976-2016). The task is: Predict the product of the given reaction. (1) The product is: [F:1][C:2]([F:7])([F:6])[C:3]([OH:5])=[O:4].[NH2:8][C@H:9]1[CH2:15][CH:14]=[CH:13][CH2:12][N:11]([C:16]2[CH:21]=[CH:20][CH:19]=[CH:18][C:17]=2[CH3:23])[C:10]1=[O:22]. Given the reactants [F:1][C:2]([F:7])([F:6])[C:3]([OH:5])=[O:4].[NH2:8][C@H:9]1[CH2:15][CH:14]=[CH:13][CH2:12][N:11]([C:16]2[CH:21]=[CH:20][CH:19]=[CH:18][CH:17]=2)[C:10]1=[O:22].[CH2:23](NC1C=CC=CC=1C)C=C, predict the reaction product. (2) The product is: [Si:1]([O:8][CH2:9][C@H:10]1[CH2:15][N:14]([C:24]2[CH:29]=[N:28][C:27]([Cl:30])=[CH:26][CH:25]=2)[CH2:13][CH2:12][N:11]1[C:16]([O:18][C:19]([CH3:22])([CH3:21])[CH3:20])=[O:17])([C:4]([CH3:7])([CH3:5])[CH3:6])([CH3:3])[CH3:2]. Given the reactants [Si:1]([O:8][CH2:9][C@H:10]1[CH2:15][NH:14][CH2:13][CH2:12][N:11]1[C:16]([O:18][C:19]([CH3:22])([CH3:21])[CH3:20])=[O:17])([C:4]([CH3:7])([CH3:6])[CH3:5])([CH3:3])[CH3:2].Br[C:24]1[CH:25]=[CH:26][C:27]([Cl:30])=[N:28][CH:29]=1.C1(P(C2C=CC=CC=2)C2C3OC4C(=CC=CC=4P(C4C=CC=CC=4)C4C=CC=CC=4)C(C)(C)C=3C=CC=2)C=CC=CC=1.CC(C)([O-])C.[Na+], predict the reaction product. (3) Given the reactants [CH3:1][O:2][C:3]1[CH:10]=[C:9]([O:11][CH3:12])[C:8]([O:13][CH3:14])=[CH:7][C:4]=1[CH:5]=O.[NH2:15][C:16]1[NH:20][N:19]=[CH:18][C:17]=1[C:21]#[N:22].[CH:23]1([N+:28]#[C-:29])[CH2:27][CH2:26][CH2:25][CH2:24]1.Cl(O)(=O)(=O)=O, predict the reaction product. The product is: [CH:23]1([NH:28][C:29]2[N:20]3[N:19]=[CH:18][C:17]([C:21]#[N:22])=[C:16]3[NH:15][C:5]=2[C:4]2[CH:7]=[C:8]([O:13][CH3:14])[C:9]([O:11][CH3:12])=[CH:10][C:3]=2[O:2][CH3:1])[CH2:27][CH2:26][CH2:25][CH2:24]1. (4) Given the reactants [CH2:1]([N:6]1[C:14]2[N:13]=[C:12]([Cl:15])[N:11]([CH2:16][CH:17]=[CH2:18])[C:10]=2[C:9](=[O:19])[NH:8][C:7]1=[O:20])[CH2:2][CH2:3][CH2:4][CH3:5].[NH:21]1[CH:25]=[C:24]([CH2:26][CH2:27][CH2:28]O)[CH:23]=[N:22]1.N(C(OCC1C=CC=CC=1)=O)=NC(OCC1C=CC=CC=1)=O.C1(P(C2C=CC=CC=2)C2C=CC=CC=2)C=CC=CC=1, predict the reaction product. The product is: [Cl:15][C:12]1[N:11]([CH2:16][CH:17]=[CH2:18])[C:10]2[C:9](=[O:19])[N:8]([CH2:28][CH2:27][CH2:26][C:24]3[CH:25]=[N:21][NH:22][CH:23]=3)[C:7](=[O:20])[N:6]([CH2:1][CH2:2][CH2:3][CH2:4][CH3:5])[C:14]=2[N:13]=1. (5) Given the reactants Cl[C:2]1[N:7]2[N:8]=[C:9]([NH:11][C:12](=[O:19])[C:13]3[CH:18]=[CH:17][CH:16]=[N:15][CH:14]=3)[N:10]=[C:6]2[CH:5]=[C:4]([C:20]([F:23])([F:22])[F:21])[CH:3]=1.[NH2:24][CH:25]([CH2:28][CH3:29])[CH2:26][CH3:27], predict the reaction product. The product is: [CH2:26]([CH:25]([NH:24][C:2]1[N:7]2[N:8]=[C:9]([NH:11][C:12](=[O:19])[C:13]3[CH:18]=[CH:17][CH:16]=[N:15][CH:14]=3)[N:10]=[C:6]2[CH:5]=[C:4]([C:20]([F:23])([F:22])[F:21])[CH:3]=1)[CH2:28][CH3:29])[CH3:27]. (6) Given the reactants [Na].C(O[CH:7]=[CH:8][C:9](=O)[C:10]([F:13])([F:12])[F:11])CCC.[C:15]([NH2:21])(=[O:20])[CH2:16][C:17]([NH2:19])=[O:18], predict the reaction product. The product is: [O:18]=[C:17]1[C:16]([C:15]([NH2:21])=[O:20])=[CH:7][CH:8]=[C:9]([C:10]([F:11])([F:12])[F:13])[NH:19]1. (7) Given the reactants [Br:1][C:2]1[CH:3]=[CH:4][C:5]2[C:11]3[S:12][C:13]([C:15](=[N:24][NH2:25])[NH:16][C:17]4[CH:22]=[CH:21][CH:20]=[CH:19][C:18]=4[Cl:23])=[CH:14][C:10]=3[CH2:9][CH2:8][O:7][C:6]=2[CH:26]=1.C1N=CN([C:32](N2C=NC=C2)=[O:33])C=1, predict the reaction product. The product is: [Br:1][C:2]1[CH:3]=[CH:4][C:5]2[C:11]3[S:12][C:13]([C:15]4[N:16]([C:17]5[CH:22]=[CH:21][CH:20]=[CH:19][C:18]=5[Cl:23])[C:32](=[O:33])[NH:25][N:24]=4)=[CH:14][C:10]=3[CH2:9][CH2:8][O:7][C:6]=2[CH:26]=1. (8) Given the reactants [CH3:1][O:2][C:3]1[CH:12]=[CH:11][CH:10]=[C:9]2[C:4]=1[CH2:5][CH2:6][CH:7]([NH:13][CH2:14][CH2:15][CH3:16])[CH2:8]2.C(N(CC)CC)C.[Cl:24][CH2:25][C:26](Cl)=[O:27], predict the reaction product. The product is: [Cl:24][CH2:25][C:26]([N:13]([CH:7]1[CH2:6][CH2:5][C:4]2[C:9](=[CH:10][CH:11]=[CH:12][C:3]=2[O:2][CH3:1])[CH2:8]1)[CH2:14][CH2:15][CH3:16])=[O:27]. (9) Given the reactants C([N:8]1[C:12]2[CH2:13][CH2:14][CH2:15][C:11]=2[C:10]([C:16]2[N:17]=[N:18][NH:19][N:20]=2)=[N:9]1)C1C=CC=CC=1, predict the reaction product. The product is: [N:20]1[NH:19][N:18]=[N:17][C:16]=1[C:10]1[C:11]2[CH2:15][CH2:14][CH2:13][C:12]=2[NH:8][N:9]=1.